From a dataset of Peptide-MHC class II binding affinity with 134,281 pairs from IEDB. Regression. Given a peptide amino acid sequence and an MHC pseudo amino acid sequence, predict their binding affinity value. This is MHC class II binding data. (1) The peptide sequence is PNITATYGDKWLDAK. The MHC is HLA-DQA10104-DQB10503 with pseudo-sequence HLA-DQA10104-DQB10503. The binding affinity (normalized) is 0.345. (2) The peptide sequence is TDFAGKTVWFVPSIK. The MHC is DRB1_0701 with pseudo-sequence DRB1_0701. The binding affinity (normalized) is 0.587. (3) The peptide sequence is GNQNFLTVFDSTSCN. The MHC is DRB1_1101 with pseudo-sequence DRB1_1101. The binding affinity (normalized) is 0.0635. (4) The peptide sequence is QKYVNNTATLLMTSL. The MHC is DRB5_0101 with pseudo-sequence DRB5_0101. The binding affinity (normalized) is 0.445. (5) The binding affinity (normalized) is 0.0833. The peptide sequence is EGKPTEKHIQIRSTN. The MHC is HLA-DQA10401-DQB10402 with pseudo-sequence HLA-DQA10401-DQB10402.